This data is from Peptide-MHC class I binding affinity with 185,985 pairs from IEDB/IMGT. The task is: Regression. Given a peptide amino acid sequence and an MHC pseudo amino acid sequence, predict their binding affinity value. This is MHC class I binding data. (1) The peptide sequence is VTDSQYALGI. The MHC is HLA-A24:02 with pseudo-sequence HLA-A24:02. The binding affinity (normalized) is 0. (2) The peptide sequence is KALGPAATL. The binding affinity (normalized) is 0.383. The MHC is HLA-B27:05 with pseudo-sequence HLA-B27:05.